Dataset: Reaction yield outcomes from USPTO patents with 853,638 reactions. Task: Predict the reaction yield, written as a fraction of the theoretical maximum amount of product (1.0 means a 100% yield; for example, 0.34 means a 34% yield). (1) The reactants are [CH2:1]([CH2:3][NH2:4])[OH:2].Cl[C:6]([O:8][CH2:9][C:10]1[CH:15]=[CH:14][CH:13]=[CH:12][CH:11]=1)=[O:7]. The catalyst is C(Cl)Cl. The product is [CH2:9]([O:8][C:6](=[O:7])[NH:4][CH2:3][CH2:1][OH:2])[C:10]1[CH:15]=[CH:14][CH:13]=[CH:12][CH:11]=1. The yield is 0.700. (2) The reactants are [CH3:1][N:2]1[C@@H:19]2[CH2:20][C:7]3=[CH:8][CH:9]=[C:10]([OH:21])[C:11]4[O:12][C@H:13]5[C:14]([CH2:16][CH2:17][C@@H:18]2[C@:5]5([C:6]=43)[CH2:4][CH2:3]1)=[O:15].Cl.[H-].[Na+].[CH2:25](Cl)[C:26]1[CH:31]=[CH:30][CH:29]=[CH:28][CH:27]=1. The catalyst is CN(C)C=O. The product is [CH2:25]([O:21][C:10]1[C:11]2[O:12][C@H:13]3[C:14](=[O:15])[CH2:16][CH2:17][C@@H:18]4[C@@:5]53[CH2:4][CH2:3][N:2]([CH3:1])[C@@H:19]4[CH2:20][C:7]([C:6]=25)=[CH:8][CH:9]=1)[C:26]1[CH:31]=[CH:30][CH:29]=[CH:28][CH:27]=1. The yield is 0.950. (3) The reactants are [CH3:1][O:2][CH2:3][CH2:4][NH:5][C:6]1[C:7]([C:12]([O:14][CH2:15][CH3:16])=[O:13])=[N:8][CH:9]=[CH:10][CH:11]=1.C1C(=O)N([Br:24])C(=O)C1. The catalyst is C(#N)C. The product is [Br:24][C:9]1[N:8]=[C:7]([C:12]([O:14][CH2:15][CH3:16])=[O:13])[C:6]([NH:5][CH2:4][CH2:3][O:2][CH3:1])=[CH:11][CH:10]=1. The yield is 0.950. (4) The reactants are CCN(C(C)C)C(C)C.Cl.[C:11]([NH:15][C:16](=[O:32])[C:17]([NH:28][C:29](=[O:31])[CH3:30])([CH:22]1[CH2:27][CH2:26][NH:25][CH2:24][CH2:23]1)[CH2:18][CH2:19][CH:20]=[CH2:21])([CH3:14])([CH3:13])[CH3:12].Cl[C:34]1[O:35][C:36]2[CH:42]=[C:41]([Cl:43])[CH:40]=[CH:39][C:37]=2[N:38]=1. The catalyst is CC(N(C)C)=O.C(OCC)C. The product is [C:29]([NH:28][C:17]([CH:22]1[CH2:27][CH2:26][N:25]([C:34]2[O:35][C:36]3[CH:42]=[C:41]([Cl:43])[CH:40]=[CH:39][C:37]=3[N:38]=2)[CH2:24][CH2:23]1)([CH2:18][CH2:19][CH:20]=[CH2:21])[C:16]([NH:15][C:11]([CH3:12])([CH3:13])[CH3:14])=[O:32])(=[O:31])[CH3:30]. The yield is 0.720. (5) The reactants are Cl[C:2]1[N:7]=[N:6][C:5]([N:8]2[CH:12]=[C:11]([C:13]3[C:21]4[C:16](=[CH:17][C:18]([F:22])=[CH:19][CH:20]=4)[N:15]([S:23]([C:26]4[CH:31]=[CH:30][CH:29]=[CH:28][CH:27]=4)(=[O:25])=[O:24])[CH:14]=3)[CH:10]=[N:9]2)=[CH:4][CH:3]=1.[CH3:32][O:33][C:34]1[CH:41]=[C:40]([O:42][CH3:43])[CH:39]=[CH:38][C:35]=1[CH2:36][NH2:37]. The catalyst is CN1C(=O)CCC1.CCOC(C)=O. The product is [CH3:32][O:33][C:34]1[CH:41]=[C:40]([O:42][CH3:43])[CH:39]=[CH:38][C:35]=1[CH2:36][NH:37][C:2]1[N:7]=[N:6][C:5]([N:8]2[CH:12]=[C:11]([C:13]3[C:21]4[C:16](=[CH:17][C:18]([F:22])=[CH:19][CH:20]=4)[N:15]([S:23]([C:26]4[CH:31]=[CH:30][CH:29]=[CH:28][CH:27]=4)(=[O:25])=[O:24])[CH:14]=3)[CH:10]=[N:9]2)=[CH:4][CH:3]=1. The yield is 0.680.